Dataset: Full USPTO retrosynthesis dataset with 1.9M reactions from patents (1976-2016). Task: Predict the reactants needed to synthesize the given product. (1) The reactants are: [CH3:1][O:2][C:3]1[C:8]([CH:9]=[CH2:10])=[CH:7][N:6]=[C:5]2[N:11]([CH2:14][O:15][CH2:16][CH2:17][Si:18]([CH3:21])([CH3:20])[CH3:19])[CH:12]=[CH:13][C:4]=12.I[C:23]1[CH:24]=[C:25]([CH:31]=[CH:32][C:33]=1[CH3:34])[C:26]([O:28][CH2:29][CH3:30])=[O:27]. Given the product [CH3:1][O:2][C:3]1[C:8](/[CH:9]=[CH:10]/[C:23]2[CH:24]=[C:25]([CH:31]=[CH:32][C:33]=2[CH3:34])[C:26]([O:28][CH2:29][CH3:30])=[O:27])=[CH:7][N:6]=[C:5]2[N:11]([CH2:14][O:15][CH2:16][CH2:17][Si:18]([CH3:21])([CH3:20])[CH3:19])[CH:12]=[CH:13][C:4]=12, predict the reactants needed to synthesize it. (2) Given the product [NH2:18][C:16]1[C:15]([F:21])=[CH:14][C:3]([C:4]([NH:6][CH:7]2[CH2:12][CH2:11][N:10]([CH3:13])[CH2:9][CH2:8]2)=[O:5])=[C:2]([F:1])[CH:17]=1, predict the reactants needed to synthesize it. The reactants are: [F:1][C:2]1[CH:17]=[C:16]([N+:18]([O-])=O)[C:15]([F:21])=[CH:14][C:3]=1[C:4]([NH:6][CH:7]1[CH2:12][CH2:11][N:10]([CH3:13])[CH2:9][CH2:8]1)=[O:5]. (3) Given the product [O:1]1[C:5]([CH2:16][C:15]2[CH:18]=[C:11]([Br:10])[CH:12]=[CH:13][C:14]=2[Cl:19])=[CH:4][C:3]2[CH:6]=[CH:7][CH:8]=[CH:9][C:2]1=2, predict the reactants needed to synthesize it. The reactants are: [O:1]1[CH:5]=[CH:4][C:3]2[CH:6]=[CH:7][CH:8]=[CH:9][C:2]1=2.[Br:10][C:11]1[CH:12]=[CH:13][C:14]([Cl:19])=[C:15]([CH:18]=1)[CH:16]=O. (4) Given the product [OH:30][S:27]([C:26]([F:32])([F:31])[F:25])(=[O:29])=[O:28].[C:23](=[NH:22])([O:17][CH2:16][CH2:15][C:12]1[CH:11]=[CH:10][C:9]([O:8][C:5]2[CH:6]=[CH:7][C:2]([Cl:1])=[C:3]([C:18]([F:19])([F:20])[F:21])[CH:4]=2)=[CH:14][CH:13]=1)[NH2:24], predict the reactants needed to synthesize it. The reactants are: [Cl:1][C:2]1[CH:7]=[CH:6][C:5]([O:8][C:9]2[CH:14]=[CH:13][C:12]([CH2:15][CH2:16][OH:17])=[CH:11][CH:10]=2)=[CH:4][C:3]=1[C:18]([F:21])([F:20])[F:19].[N:22]#[C:23][NH2:24].[F:25][C:26]([F:32])([F:31])[S:27]([OH:30])(=[O:29])=[O:28]. (5) The reactants are: [F:1][C:2]1[CH:7]=[C:6]([C:8]([F:11])([F:10])[F:9])[CH:5]=[CH:4][C:3]=1B(O)O.Br[C:16]1[CH:39]=[CH:38][C:19]([CH2:20][N:21]2[CH:26]=[C:25]3[N:27]=[C:28]([C:30]4[CH:35]=[CH:34][CH:33]=[C:32]([F:36])[C:31]=4[F:37])[N:29]=[C:24]3[CH:23]=[N:22]2)=[CH:18][CH:17]=1. Given the product [F:37][C:31]1[C:32]([F:36])=[CH:33][CH:34]=[CH:35][C:30]=1[C:28]1[N:29]=[C:24]2[CH:23]=[N:22][N:21]([CH2:20][C:19]3[CH:18]=[CH:17][C:16]([C:3]4[CH:4]=[CH:5][C:6]([C:8]([F:11])([F:10])[F:9])=[CH:7][C:2]=4[F:1])=[CH:39][CH:38]=3)[CH:26]=[C:25]2[N:27]=1, predict the reactants needed to synthesize it. (6) Given the product [CH2:31]([O:30][CH2:29][C:13]1[N:14]([CH2:15][CH2:16][CH2:17][C:18]2[O:22][N:21]=[C:20]([C:23]3[CH:24]=[N:25][CH:26]=[CH:27][CH:28]=3)[CH:19]=2)[C:10]2[C:9]3[CH:8]=[CH:7][CH:6]=[CH:5][C:4]=3[N:3]=[C:2]([NH2:33])[C:11]=2[N:12]=1)[CH3:32], predict the reactants needed to synthesize it. The reactants are: Cl[C:2]1[C:11]2[N:12]=[C:13]([CH2:29][O:30][CH2:31][CH3:32])[N:14]([CH2:15][CH2:16][CH2:17][C:18]3[O:22][N:21]=[C:20]([C:23]4[CH:24]=[N:25][CH:26]=[CH:27][CH:28]=4)[CH:19]=3)[C:10]=2[C:9]2[CH:8]=[CH:7][CH:6]=[CH:5][C:4]=2[N:3]=1.[NH3:33].